Predict the reactants needed to synthesize the given product. From a dataset of Full USPTO retrosynthesis dataset with 1.9M reactions from patents (1976-2016). (1) Given the product [O:1]1[C:5]2[CH:6]=[CH:7][CH:8]=[CH:9][C:4]=2[CH:3]=[C:2]1[C:10]([NH:12][C:13]1([C:19]([NH:21][CH:22]2[CH2:27][CH2:26][N:25]([C:28]3[CH:33]=[CH:32][CH:31]=[CH:30][C:29]=3[NH:34][C:46](=[O:47])[C:45]([CH3:50])([CH3:49])[CH:44]([Cl:43])[CH3:36])[CH2:24][CH:23]2[OH:35])=[O:20])[CH2:18][CH2:17][CH2:16][CH2:15][CH2:14]1)=[O:11], predict the reactants needed to synthesize it. The reactants are: [O:1]1[C:5]2[CH:6]=[CH:7][CH:8]=[CH:9][C:4]=2[CH:3]=[C:2]1[C:10]([NH:12][C:13]1([C:19]([NH:21][CH:22]2[CH2:27][CH2:26][N:25]([C:28]3[CH:33]=[CH:32][CH:31]=[CH:30][C:29]=3[NH2:34])[CH2:24][CH:23]2[OH:35])=[O:20])[CH2:18][CH2:17][CH2:16][CH2:15][CH2:14]1)=[O:11].[CH2:36](N(CC)CC)C.[Cl:43][CH2:44][C:45]([CH3:50])([CH3:49])[C:46](Cl)=[O:47].O. (2) Given the product [CH3:1][C:2]1[CH:7]=[C:6]([CH3:8])[CH:5]=[CH:4][C:3]=1[N:9]1[CH2:14][CH2:13][N:12]([C:15]([C:17]2[CH:22]=[CH:21][C:20]([N:24]3[CH2:30][CH2:29][CH2:28][CH2:27][CH2:26][C:25]3=[O:31])=[CH:19][CH:18]=2)=[O:16])[CH2:11][CH2:10]1, predict the reactants needed to synthesize it. The reactants are: [CH3:1][C:2]1[CH:7]=[C:6]([CH3:8])[CH:5]=[CH:4][C:3]=1[N:9]1[CH2:14][CH2:13][N:12]([C:15]([C:17]2[CH:22]=[CH:21][C:20](I)=[CH:19][CH:18]=2)=[O:16])[CH2:11][CH2:10]1.[NH:24]1[CH2:30][CH2:29][CH2:28][CH2:27][CH2:26][C:25]1=[O:31]. (3) Given the product [CH3:9][CH:2]([CH3:1])[CH2:3][C:4](=[O:8])[C:5]([N:44]1[CH2:43][CH2:42][CH:41]([CH:38]2[CH2:37][CH2:36][N:35]([C:32]3[CH:31]=[CH:30][C:29]([S:26]([CH3:25])(=[O:28])=[O:27])=[CH:34][CH:33]=3)[CH2:40][CH2:39]2)[CH2:46][CH2:45]1)=[O:7], predict the reactants needed to synthesize it. The reactants are: [CH3:1][CH:2]([CH3:9])[CH2:3][C:4](=[O:8])[C:5]([OH:7])=O.O.ON1C2C=CC=CC=2N=N1.C(Cl)CCl.[CH3:25][S:26]([C:29]1[CH:34]=[CH:33][C:32]([N:35]2[CH2:40][CH2:39][CH:38]([CH:41]3[CH2:46][CH2:45][NH:44][CH2:43][CH2:42]3)[CH2:37][CH2:36]2)=[CH:31][CH:30]=1)(=[O:28])=[O:27]. (4) Given the product [Br:1][C:2]1[CH:7]=[CH:6][C:5]([C:8]([N:15]2[C:23]3[C:18](=[C:19]([NH:24][C:25](=[O:26])[O:27][C:28]([CH3:31])([CH3:30])[CH3:29])[CH:20]=[CH:21][CH:22]=3)[CH:17]=[N:16]2)([CH2:13][CH3:14])[CH2:9][OH:10])=[CH:4][CH:3]=1, predict the reactants needed to synthesize it. The reactants are: [Br:1][C:2]1[CH:7]=[CH:6][C:5]([C:8]([N:15]2[C:23]3[C:18](=[C:19]([NH:24][C:25]([O:27][C:28]([CH3:31])([CH3:30])[CH3:29])=[O:26])[CH:20]=[CH:21][CH:22]=3)[CH:17]=[N:16]2)([CH2:13][CH3:14])[C:9](OC)=[O:10])=[CH:4][CH:3]=1.[Li+].[BH4-].